The task is: Predict the product of the given reaction.. This data is from Forward reaction prediction with 1.9M reactions from USPTO patents (1976-2016). (1) Given the reactants C([O:8][CH2:9][CH2:10][C:11]1([NH:14][C:15](=[O:21])[O:16][C:17]([CH3:20])([CH3:19])[CH3:18])[CH2:13][CH2:12]1)C1C=CC=CC=1.[H][H], predict the reaction product. The product is: [C:17]([O:16][C:15](=[O:21])[NH:14][C:11]1([CH2:10][CH2:9][OH:8])[CH2:12][CH2:13]1)([CH3:20])([CH3:18])[CH3:19]. (2) Given the reactants [CH:1]1([N:6]2[C:10]3[CH:11]=[C:12]([NH2:15])[CH:13]=[CH:14][C:9]=3[N:8]=[CH:7]2)[CH2:5][CH2:4][CH2:3][CH2:2]1.[Br:16]Br.N.CO.C(Cl)Cl, predict the reaction product. The product is: [CH:1]1([N:6]2[C:10]3[C:11]([Br:16])=[C:12]([NH2:15])[CH:13]=[CH:14][C:9]=3[N:8]=[CH:7]2)[CH2:5][CH2:4][CH2:3][CH2:2]1.